Task: Predict which catalyst facilitates the given reaction.. Dataset: Catalyst prediction with 721,799 reactions and 888 catalyst types from USPTO (1) Reactant: [CH2:1]([O:3][C:4]1[CH:5]=[C:6]([C:13]([O:21]C)(OC)[CH2:14][CH2:15][C:16]([O-:18])=O)[CH:7]=[CH:8][C:9]=1[O:10][CH2:11][CH3:12])[CH3:2].[K+].ClC1C=C(Cl)C=C(Cl)C=1C(Cl)=O.[CH2:36]([O:38][C:39]1[CH:44]=[C:43]([C:45]2[CH:50]=[CH:49][CH:48]=[CH:47][CH:46]=2)[N:42]=[C:41]([NH2:51])[CH:40]=1)[CH3:37].Cl. Product: [CH2:1]([O:3][C:4]1[CH:5]=[C:6]([C:13](=[O:21])[CH2:14][CH2:15][C:16]([NH:51][C:41]2[CH:40]=[C:39]([O:38][CH2:36][CH3:37])[CH:44]=[C:43]([C:45]3[CH:50]=[CH:49][CH:48]=[CH:47][CH:46]=3)[N:42]=2)=[O:18])[CH:7]=[CH:8][C:9]=1[O:10][CH2:11][CH3:12])[CH3:2]. The catalyst class is: 531. (2) Reactant: [CH2:1]([O:3][C:4](=[O:18])[CH2:5][CH:6]1[O:10][B:9]([OH:11])[C:8]2[CH:12]=[C:13]([OH:17])[CH:14]=[C:15]([CH3:16])[C:7]1=2)[CH3:2].Cl[C:20]1[CH:25]=[C:24]([N+:26]([O-])=O)[CH:23]=[CH:22][N+:21]=1[O-].C([O-])([O-])=O.[Cs+].[Cs+].O. Product: [CH2:1]([O:3][C:4](=[O:18])[CH2:5][CH:6]1[O:10][B:9]([OH:11])[C:8]2[CH:12]=[C:13]([O:17][C:20]3[CH:25]=[C:24]([NH2:26])[CH:23]=[CH:22][N:21]=3)[CH:14]=[C:15]([CH3:16])[C:7]1=2)[CH3:2]. The catalyst class is: 3. (3) Reactant: [F:1][C:2]([F:36])([F:35])[C:3]1[CH:4]=[C:5]([CH:32]=[CH:33][CH:34]=1)[CH2:6][NH:7][C:8](=[O:31])[C:9]1[CH:14]=[CH:13][N:12]=[C:11]([C:15]2[CH:20]=[C:19]([O:21][CH:22]3[CH2:27][CH2:26][O:25][CH2:24][CH2:23]3)[CH:18]=[CH:17][C:16]=2[N+:28]([O-])=O)[CH:10]=1. Product: [F:36][C:2]([F:1])([F:35])[C:3]1[CH:4]=[C:5]([CH:32]=[CH:33][CH:34]=1)[CH2:6][NH:7][C:8](=[O:31])[C:9]1[CH:14]=[CH:13][N:12]=[C:11]([C:15]2[CH:20]=[C:19]([O:21][CH:22]3[CH2:27][CH2:26][O:25][CH2:24][CH2:23]3)[CH:18]=[CH:17][C:16]=2[NH2:28])[CH:10]=1. The catalyst class is: 886.